Dataset: Full USPTO retrosynthesis dataset with 1.9M reactions from patents (1976-2016). Task: Predict the reactants needed to synthesize the given product. (1) Given the product [CH2:22]([O:24][C:25]([C:27]1([C:30]2[CH:35]=[CH:34][C:33]([C:16]3[CH:17]=[CH:18][C:13]([C:12]4[O:11][N:10]=[C:9]([CH3:20])[C:8]=4[NH:7][C:6]([O:5][C:1]([CH3:4])([CH3:3])[CH3:2])=[O:21])=[CH:14][CH:15]=3)=[CH:32][CH:31]=2)[CH2:28][CH2:29]1)=[O:26])[CH3:23], predict the reactants needed to synthesize it. The reactants are: [C:1]([O:5][C:6](=[O:21])[NH:7][C:8]1[C:9]([CH3:20])=[N:10][O:11][C:12]=1[C:13]1[CH:18]=[CH:17][C:16](Br)=[CH:15][CH:14]=1)([CH3:4])([CH3:3])[CH3:2].[CH2:22]([O:24][C:25]([C:27]1([C:30]2[CH:35]=[CH:34][C:33](B3OC(C)(C)C(C)(C)O3)=[CH:32][CH:31]=2)[CH2:29][CH2:28]1)=[O:26])[CH3:23].C(=O)(O)[O-].[Na+]. (2) Given the product [O:30]=[C:27]1[N:26]=[C:25]([NH:24][CH2:21][C:22]#[CH:23])/[C:29](=[CH:1]/[CH:3]2[CH2:8][CH2:7][N:6]([C:9]3[CH:16]=[CH:15][C:12]([C:13]#[N:14])=[CH:11][C:10]=3[C:17]([F:20])([F:19])[F:18])[CH2:5][CH2:4]2)/[S:28]1, predict the reactants needed to synthesize it. The reactants are: [CH:1]([CH:3]1[CH2:8][CH2:7][N:6]([C:9]2[CH:16]=[CH:15][C:12]([C:13]#[N:14])=[CH:11][C:10]=2[C:17]([F:20])([F:19])[F:18])[CH2:5][CH2:4]1)=O.[CH2:21]([NH:24][C:25]1[CH2:29][S:28][C:27](=[O:30])[N:26]=1)[C:22]#[CH:23].C([O-])(=O)C.[NH2+]1CCCCC1. (3) Given the product [F:1][C:2]([F:16])([F:17])[C:3]1[CH:8]=[CH:7][C:6]([C:9]2[CH:14]=[CH:13][C:12]([NH:15][C:19]([NH2:20])=[S:18])=[CH:11][CH:10]=2)=[CH:5][CH:4]=1, predict the reactants needed to synthesize it. The reactants are: [F:1][C:2]([F:17])([F:16])[C:3]1[CH:8]=[CH:7][C:6]([C:9]2[CH:14]=[CH:13][C:12]([NH2:15])=[CH:11][CH:10]=2)=[CH:5][CH:4]=1.[S-:18][C:19]#[N:20].[NH4+]. (4) Given the product [CH3:12][O:13][C:14]1[CH:19]=[CH:18][CH:17]=[CH:16][C:15]=1[N:20]1[CH2:25][CH2:24][N:23]([CH2:2][C:3]2[S:4][C:5]3[C:10]([N:11]=2)=[CH:9][CH:8]=[CH:7][N:6]=3)[CH2:22][CH2:21]1, predict the reactants needed to synthesize it. The reactants are: Cl[CH2:2][C:3]1[S:4][C:5]2[C:10]([N:11]=1)=[CH:9][CH:8]=[CH:7][N:6]=2.[CH3:12][O:13][C:14]1[CH:19]=[CH:18][CH:17]=[CH:16][C:15]=1[N:20]1[CH2:25][CH2:24][NH:23][CH2:22][CH2:21]1.CC(=O)OCC.